This data is from Full USPTO retrosynthesis dataset with 1.9M reactions from patents (1976-2016). The task is: Predict the reactants needed to synthesize the given product. (1) Given the product [Cl:1][C:2]1[C:3]([N:12]([CH2:27][C:28]2[N:29]=[C:30]([C:33]3[CH:34]=[CH:35][CH:36]=[CH:37][CH:38]=3)[S:31][CH:32]=2)[S:13]([C:16]2[CH:25]=[CH:24][C:19]([C:20]([O:22][CH3:23])=[O:21])=[CH:18][CH:17]=2)(=[O:15])=[O:14])=[N:4][CH:5]=[C:6]([C:8]([F:11])([F:9])[F:10])[CH:7]=1, predict the reactants needed to synthesize it. The reactants are: [Cl:1][C:2]1[C:3]([NH:12][S:13]([C:16]2[CH:25]=[CH:24][C:19]([C:20]([O:22][CH3:23])=[O:21])=[CH:18][CH:17]=2)(=[O:15])=[O:14])=[N:4][CH:5]=[C:6]([C:8]([F:11])([F:10])[F:9])[CH:7]=1.Cl[CH2:27][C:28]1[N:29]=[C:30]([C:33]2[CH:38]=[CH:37][CH:36]=[CH:35][CH:34]=2)[S:31][CH:32]=1. (2) Given the product [NH2:10][C:8]1[C:5]([NH:6][CH3:7])=[C:4]([NH:13][C:29]([NH:28][C:31]2[C:32]([CH3:39])=[CH:33][C:34]([CH3:38])=[CH:35][C:36]=2[CH3:37])=[S:30])[CH:3]=[C:2]([F:1])[CH:9]=1, predict the reactants needed to synthesize it. The reactants are: [F:1][C:2]1[CH:9]=[C:8]([N+:10]([O-])=O)[C:5]([NH:6][CH3:7])=[C:4]([N+:13]([O-])=O)[CH:3]=1.C1CCCCC=1.C(=O)([O-])[O-].[Na+].[Na+].[N:28]([C:31]1[C:36]([CH3:37])=[CH:35][C:34]([CH3:38])=[CH:33][C:32]=1[CH3:39])=[C:29]=[S:30]. (3) Given the product [Si:33]([O:32][CH2:31][CH2:30][N:3]1[C:4]2[CH:9]=[CH:8][CH:7]=[CH:6][C:5]=2[N:1]=[C:2]1[CH:10]1[CH2:15][CH2:14][CH2:13][CH:12]([NH:16][C:17](=[O:18])[C:19]2[CH:28]=[C:27]([O:41][CH3:40])[CH:22]=[C:21]([O:26][CH3:25])[CH:20]=2)[CH2:11]1)([C:36]([CH3:39])([CH3:38])[CH3:37])([CH3:35])[CH3:34], predict the reactants needed to synthesize it. The reactants are: [NH:1]1[C:5]2[CH:6]=[CH:7][CH:8]=[CH:9][C:4]=2[N:3]=[C:2]1[CH:10]1[CH2:15][CH2:14][CH2:13][CH:12]([NH:16][C:17]([C:19]2[CH:28]=[CH:27][C:22]3OC[CH2:25][O:26][C:21]=3[CH:20]=2)=[O:18])[CH2:11]1.Br[CH2:30][CH2:31][O:32][Si:33]([C:36]([CH3:39])([CH3:38])[CH3:37])([CH3:35])[CH3:34].[C:40](=O)([O-])[O-:41].[K+].[K+]. (4) The reactants are: [CH3:1][N:2]([CH3:36])[C:3]1([C:30]2[CH:35]=[CH:34][CH:33]=[CH:32][CH:31]=2)[CH2:8][CH2:7][C:6]([CH2:10][CH2:11][CH2:12][C:13]2[C:21]3[C:16](=[CH:17][CH:18]=[C:19]([F:22])[CH:20]=3)[NH:15][C:14]=2[Si](CC)(CC)CC)([OH:9])[CH2:5][CH2:4]1.O.O.O.[F-].C([N+](CCCC)(CCCC)CCCC)CCC. Given the product [CH3:36][N:2]([CH3:1])[C:3]1([C:30]2[CH:35]=[CH:34][CH:33]=[CH:32][CH:31]=2)[CH2:8][CH2:7][C:6]([CH2:10][CH2:11][CH2:12][C:13]2[C:21]3[C:16](=[CH:17][CH:18]=[C:19]([F:22])[CH:20]=3)[NH:15][CH:14]=2)([OH:9])[CH2:5][CH2:4]1, predict the reactants needed to synthesize it. (5) Given the product [CH3:24][C:21]1[CH:20]=[CH:19][N:18]=[C:17]([NH:16][C:9](=[O:10])[O:11][C:12]([CH3:13])([CH3:14])[CH3:15])[CH:22]=1, predict the reactants needed to synthesize it. The reactants are: [C:9](O[C:9]([O:11][C:12]([CH3:15])([CH3:14])[CH3:13])=[O:10])([O:11][C:12]([CH3:15])([CH3:14])[CH3:13])=[O:10].[NH2:16][C:17]1(C)[CH:22]=[CH:21][CH:20]=[CH:19][NH:18]1.[C:24](O)(C)(C)C.